Dataset: Full USPTO retrosynthesis dataset with 1.9M reactions from patents (1976-2016). Task: Predict the reactants needed to synthesize the given product. Given the product [Br:13][CH2:12][CH:8]([CH2:1][C:2]1[CH:7]=[CH:6][CH:5]=[CH:4][CH:3]=1)[C:9]([OH:11])=[O:10], predict the reactants needed to synthesize it. The reactants are: [CH2:1]([C:8](=[CH2:12])[C:9]([OH:11])=[O:10])[C:2]1[CH:7]=[CH:6][CH:5]=[CH:4][CH:3]=1.[Br:13]CC(C(C)C)C(O)=O.